From a dataset of Forward reaction prediction with 1.9M reactions from USPTO patents (1976-2016). Predict the product of the given reaction. (1) Given the reactants [CH:1]([C:3]1[CH:37]=[CH:36][C:6]([CH2:7][N:8]2[C:12]3[CH:13]=[CH:14][C:15]([O:17][CH2:18][C:19]4[CH:28]=[CH:27][C:26]5[C:21](=[CH:22][CH:23]=[CH:24][CH:25]=5)[N:20]=4)=[CH:16][C:11]=3[N:10]=[C:9]2[CH2:29][C:30]([CH3:35])([CH3:34])[C:31]([OH:33])=[O:32])=[CH:5][CH:4]=1)=[O:2].F[C:39]1(F)CCCN[CH2:40]1.C(O[BH-](OC(=O)C)OC(=O)C)(=O)C.[Na+].ClCCCl, predict the reaction product. The product is: [CH:1]([C:3]1[CH:4]=[CH:5][C:6]([CH2:7][N:8]2[C:12]3[CH:13]=[CH:14][C:15]([O:17][CH2:18][C:19]4[CH:28]=[CH:27][C:26]5[C:21](=[CH:22][CH:23]=[CH:24][CH:25]=5)[N:20]=4)=[CH:16][C:11]=3[N:10]=[C:9]2[CH2:29][C:30]([CH3:35])([CH3:34])[C:31]([O:33][CH2:39][CH3:40])=[O:32])=[CH:36][CH:37]=1)=[O:2]. (2) Given the reactants [Cl:1][C:2]1[CH:3]=[C:4](/[C:9](/[C:28]([F:31])([F:30])[F:29])=[CH:10]\[C:11]([C:13]2[CH:26]=[CH:25][C:16]([C:17]([NH:19][C:20]3([CH3:24])[CH2:23][S:22][CH2:21]3)=[O:18])=[C:15]([CH3:27])[CH:14]=2)=[O:12])[CH:5]=[C:6]([Cl:8])[CH:7]=1.FC(F)(F)C1C=C(NC(N[C@H]([C@@H]2C[C@@H]3CCN2C[C@@H]3CC)C2C3C(=CC=C(OC)C=3)N=CC=2)=S)C=C(C(F)(F)F)C=1.[Cl-].[NH4+].[N+:75]([CH3:78])([O-:77])=[O:76], predict the reaction product. The product is: [Cl:1][C:2]1[CH:3]=[C:4]([C@:9]([CH2:78][N+:75]([O-:77])=[O:76])([C:28]([F:31])([F:30])[F:29])[CH2:10][C:11]([C:13]2[CH:26]=[CH:25][C:16]([C:17]([NH:19][C:20]3([CH3:24])[CH2:23][S:22][CH2:21]3)=[O:18])=[C:15]([CH3:27])[CH:14]=2)=[O:12])[CH:5]=[C:6]([Cl:8])[CH:7]=1.